From a dataset of Full USPTO retrosynthesis dataset with 1.9M reactions from patents (1976-2016). Predict the reactants needed to synthesize the given product. (1) Given the product [C:25]([O:24][C:22](=[O:23])[C:21]([CH3:30])([O:1][C:2]1[CH:11]=[CH:10][C:5]([C:6]([OH:8])=[O:7])=[CH:4][C:3]=1[O:12][CH3:13])[CH3:29])([CH3:28])([CH3:27])[CH3:26], predict the reactants needed to synthesize it. The reactants are: [OH:1][C:2]1[CH:11]=[CH:10][C:5]([C:6]([O:8]C)=[O:7])=[CH:4][C:3]=1[O:12][CH3:13].C(=O)([O-])[O-].[K+].[K+].Br[C:21]([CH3:30])([CH3:29])[C:22]([O:24][C:25]([CH3:28])([CH3:27])[CH3:26])=[O:23]. (2) The reactants are: [CH3:1][C:2]1([CH3:24])CN[C:6](=[O:9])[C:5]2[S:10][C:11]([N:13]3[C:18]4[CH:19]=[C:20](O)[CH:21]=[CH:22][C:17]=4[O:16][CH2:15][CH2:14]3)=[N:12][C:4]=2[CH2:3]1.[NH:25]1[CH2:30][CH2:29][O:28][CH2:27][CH2:26]1.[CH3:31]C(C)([O-])C.[Na+]. Given the product [CH3:24][C:2]1([CH3:31])[CH2:3][C:4]2[N:12]=[C:11]([N:13]3[C:18]4[CH:19]=[C:20]([N:25]5[CH2:30][CH2:29][O:28][CH2:27][CH2:26]5)[CH:21]=[CH:22][C:17]=4[O:16][CH2:15][CH2:14]3)[S:10][C:5]=2[C:6](=[O:9])[CH2:1]1, predict the reactants needed to synthesize it.